This data is from NCI-60 drug combinations with 297,098 pairs across 59 cell lines. The task is: Regression. Given two drug SMILES strings and cell line genomic features, predict the synergy score measuring deviation from expected non-interaction effect. (1) Drug 1: CS(=O)(=O)OCCCCOS(=O)(=O)C. Drug 2: C1CC(=O)NC(=O)C1N2C(=O)C3=CC=CC=C3C2=O. Cell line: MDA-MB-435. Synergy scores: CSS=5.73, Synergy_ZIP=-3.92, Synergy_Bliss=-2.84, Synergy_Loewe=-5.17, Synergy_HSA=-1.98. (2) Drug 1: CC1OCC2C(O1)C(C(C(O2)OC3C4COC(=O)C4C(C5=CC6=C(C=C35)OCO6)C7=CC(=C(C(=C7)OC)O)OC)O)O. Drug 2: CC1CCC2CC(C(=CC=CC=CC(CC(C(=O)C(C(C(=CC(C(=O)CC(OC(=O)C3CCCCN3C(=O)C(=O)C1(O2)O)C(C)CC4CCC(C(C4)OC)OCCO)C)C)O)OC)C)C)C)OC. Cell line: NCI-H322M. Synergy scores: CSS=22.8, Synergy_ZIP=-0.986, Synergy_Bliss=6.05, Synergy_Loewe=1.38, Synergy_HSA=7.20. (3) Drug 1: CC(CN1CC(=O)NC(=O)C1)N2CC(=O)NC(=O)C2. Drug 2: CC12CCC3C(C1CCC2OP(=O)(O)O)CCC4=C3C=CC(=C4)OC(=O)N(CCCl)CCCl.[Na+]. Cell line: HOP-92. Synergy scores: CSS=16.2, Synergy_ZIP=-4.74, Synergy_Bliss=-0.636, Synergy_Loewe=-5.62, Synergy_HSA=-0.700. (4) Synergy scores: CSS=13.2, Synergy_ZIP=-5.27, Synergy_Bliss=-4.15, Synergy_Loewe=-6.78, Synergy_HSA=-2.93. Cell line: EKVX. Drug 2: CC1=C(C(=CC=C1)Cl)NC(=O)C2=CN=C(S2)NC3=CC(=NC(=N3)C)N4CCN(CC4)CCO. Drug 1: CC=C1C(=O)NC(C(=O)OC2CC(=O)NC(C(=O)NC(CSSCCC=C2)C(=O)N1)C(C)C)C(C)C. (5) Drug 1: C1=NC2=C(N=C(N=C2N1C3C(C(C(O3)CO)O)O)F)N. Drug 2: CC(C)(C#N)C1=CC(=CC(=C1)CN2C=NC=N2)C(C)(C)C#N. Cell line: OVCAR-4. Synergy scores: CSS=3.16, Synergy_ZIP=1.29, Synergy_Bliss=1.83, Synergy_Loewe=-0.875, Synergy_HSA=-0.442. (6) Drug 1: CNC(=O)C1=CC=CC=C1SC2=CC3=C(C=C2)C(=NN3)C=CC4=CC=CC=N4. Cell line: 786-0. Synergy scores: CSS=39.1, Synergy_ZIP=-1.23, Synergy_Bliss=-3.09, Synergy_Loewe=-5.55, Synergy_HSA=-3.32. Drug 2: C1=NC2=C(N1)C(=S)N=C(N2)N. (7) Drug 1: C1=CC(=CC=C1C#N)C(C2=CC=C(C=C2)C#N)N3C=NC=N3. Drug 2: CN(CC1=CN=C2C(=N1)C(=NC(=N2)N)N)C3=CC=C(C=C3)C(=O)NC(CCC(=O)O)C(=O)O. Cell line: HL-60(TB). Synergy scores: CSS=79.3, Synergy_ZIP=8.98, Synergy_Bliss=5.45, Synergy_Loewe=-12.1, Synergy_HSA=7.71. (8) Drug 1: CN(C)C1=NC(=NC(=N1)N(C)C)N(C)C. Drug 2: C1CN(P(=O)(OC1)NCCCl)CCCl. Cell line: HCT116. Synergy scores: CSS=-3.87, Synergy_ZIP=-0.00310, Synergy_Bliss=-4.54, Synergy_Loewe=-3.91, Synergy_HSA=-5.61. (9) Drug 1: CC1=C(C=C(C=C1)NC2=NC=CC(=N2)N(C)C3=CC4=NN(C(=C4C=C3)C)C)S(=O)(=O)N.Cl. Drug 2: CC1=C(C(CCC1)(C)C)C=CC(=CC=CC(=CC(=O)O)C)C. Cell line: SK-OV-3. Synergy scores: CSS=5.65, Synergy_ZIP=-1.92, Synergy_Bliss=-4.03, Synergy_Loewe=-3.25, Synergy_HSA=-5.75. (10) Drug 1: CC1=CC2C(CCC3(C2CCC3(C(=O)C)OC(=O)C)C)C4(C1=CC(=O)CC4)C. Drug 2: CC=C1C(=O)NC(C(=O)OC2CC(=O)NC(C(=O)NC(CSSCCC=C2)C(=O)N1)C(C)C)C(C)C. Cell line: T-47D. Synergy scores: CSS=24.0, Synergy_ZIP=7.37, Synergy_Bliss=6.59, Synergy_Loewe=7.54, Synergy_HSA=7.84.